This data is from Reaction yield outcomes from USPTO patents with 853,638 reactions. The task is: Predict the reaction yield, written as a fraction of the theoretical maximum amount of product (1.0 means a 100% yield; for example, 0.34 means a 34% yield). (1) The reactants are [CH3:1][S:2]([C:5]1[CH:10]=[CH:9][C:8]([C:11]2[CH:16]=[CH:15][C:14]([O:17][CH2:18][CH:19]3[CH2:24][CH2:23][N:22]([CH2:25][C:26]4(O)[CH2:31][CH2:30][CH2:29][CH2:28][CH2:27]4)[CH2:21][CH2:20]3)=[CH:13][CH:12]=2)=[CH:7][CH:6]=1)(=[O:4])=[O:3].CCN(S(F)(F)[F:39])CC.C([O-])(O)=O.[Na+]. The catalyst is C(Cl)Cl. The product is [F:39][C:26]1([CH2:25][N:22]2[CH2:23][CH2:24][CH:19]([CH2:18][O:17][C:14]3[CH:15]=[CH:16][C:11]([C:8]4[CH:9]=[CH:10][C:5]([S:2]([CH3:1])(=[O:4])=[O:3])=[CH:6][CH:7]=4)=[CH:12][CH:13]=3)[CH2:20][CH2:21]2)[CH2:31][CH2:30][CH2:29][CH2:28][CH2:27]1. The yield is 0.270. (2) The reactants are [NH2:1][CH2:2][C:3]1[CH:11]=[CH:10][CH:9]=[C:8]2[C:4]=1[C:5](=[O:30])[N:6]([CH:13]([C:19]1[CH:24]=[CH:23][C:22]([O:25][CH3:26])=[C:21]([O:27][CH2:28][CH3:29])[CH:20]=1)[CH2:14][S:15]([CH3:18])(=[O:17])=[O:16])[C:7]2=[O:12].[C:31](OC(=O)C)(=[O:33])[CH3:32]. No catalyst specified. The product is [CH2:28]([O:27][C:21]1[CH:20]=[C:19]([CH:13]([N:6]2[C:5](=[O:30])[C:4]3[C:8](=[CH:9][CH:10]=[CH:11][C:3]=3[CH2:2][NH:1][C:31](=[O:33])[CH3:32])[C:7]2=[O:12])[CH2:14][S:15]([CH3:18])(=[O:17])=[O:16])[CH:24]=[CH:23][C:22]=1[O:25][CH3:26])[CH3:29]. The yield is 0.550. (3) The reactants are CS([C:5]1[N:10]=[CH:9][C:8]([C:11]([O:13][CH2:14][CH3:15])=[O:12])=[CH:7][N:6]=1)(=O)=O.[OH-].[NH4+:17]. The catalyst is C(#N)C. The product is [NH2:17][C:5]1[N:10]=[CH:9][C:8]([C:11]([O:13][CH2:14][CH3:15])=[O:12])=[CH:7][N:6]=1. The yield is 0.760. (4) The yield is 0.290. The product is [O:11]=[C:10]([C:12]1[CH:17]=[CH:16][N:15]=[N:14][CH:13]=1)[CH2:9][CH:8]([C:5]1[CH:4]=[CH:3][C:2]([CH:36]2[CH2:37][CH2:38][N:33]([C:31]([O:30][C:26]([CH3:29])([CH3:28])[CH3:27])=[O:32])[CH2:34][CH2:35]2)=[CH:7][CH:6]=1)[C:18]1[CH:23]=[CH:22][CH:21]=[CH:20][C:19]=1[CH3:24]. The catalyst is CN(C)C(=O)C.[Cu]I.C1C=CC(P(C2C=CC=CC=2)[C-]2C=CC=C2)=CC=1.C1C=CC(P(C2C=CC=CC=2)[C-]2C=CC=C2)=CC=1.Cl[Pd]Cl.[Fe+2]. The reactants are Br[C:2]1[CH:7]=[CH:6][C:5]([CH:8]([C:18]2[CH:23]=[CH:22][CH:21]=[CH:20][C:19]=2[CH3:24])[CH2:9][C:10]([C:12]2[CH:17]=[CH:16][N:15]=[N:14][CH:13]=2)=[O:11])=[CH:4][CH:3]=1.[I-].[C:26]([O:30][C:31]([N:33]1[CH2:38][CH2:37][CH:36]([Zn+])[CH2:35][CH2:34]1)=[O:32])([CH3:29])([CH3:28])[CH3:27].